Dataset: Catalyst prediction with 721,799 reactions and 888 catalyst types from USPTO. Task: Predict which catalyst facilitates the given reaction. (1) Reactant: FC(F)(F)C(O)=O.[F:8][C:9]1[CH:10]=[C:11]([C:16]2[O:20][N:19]=[C:18]([CH2:21][CH2:22][N:23]([CH2:31][CH3:32])C(=O)OC(C)(C)C)[N:17]=2)[CH:12]=[CH:13][C:14]=1[F:15].C(=O)(O)[O-].[Na+]. Product: [F:8][C:9]1[CH:10]=[C:11]([C:16]2[O:20][N:19]=[C:18]([CH2:21][CH2:22][NH:23][CH2:31][CH3:32])[N:17]=2)[CH:12]=[CH:13][C:14]=1[F:15]. The catalyst class is: 22. (2) Reactant: [C:1]([C@:3]1([CH2:12][C:13]([O-:15])=[O:14])[CH2:9][C@@H:8]2[C@H:4]1[CH:5]=[C:6]([CH2:10][CH3:11])[CH2:7]2)#[N:2].C1([C@H]([NH3+])C)C=CC=CC=1.Cl. Product: [NH2:2][CH2:1][C@:3]1([CH2:12][C:13]([OH:15])=[O:14])[CH2:9][C@@H:8]2[C@H:4]1[CH:5]=[C:6]([CH2:10][CH3:11])[CH2:7]2. The catalyst class is: 11. (3) Reactant: [CH2:1]([O:3][C:4]([C:6]1[O:7][C:8]2[CH:15]=[CH:14][CH:13]=[C:12]([C:16]#[C:17][Si](C)(C)C)[C:9]=2[C:10]=1[CH3:11])=[O:5])[CH3:2].[F-].C([N+](CCCC)(CCCC)CCCC)CCC. Product: [CH2:1]([O:3][C:4]([C:6]1[O:7][C:8]2[CH:15]=[CH:14][CH:13]=[C:12]([C:16]#[CH:17])[C:9]=2[C:10]=1[CH3:11])=[O:5])[CH3:2]. The catalyst class is: 1.